From a dataset of Full USPTO retrosynthesis dataset with 1.9M reactions from patents (1976-2016). Predict the reactants needed to synthesize the given product. (1) Given the product [Li+:1].[CH3:2][CH:3]([N-:5][CH:6]([CH3:8])[CH3:7])[CH3:4].[SH:9][C:10]1[S:11][C:12]([C:16]([OH:19])([CH2:17][CH3:18])[CH3:15])=[CH:13][N:14]=1, predict the reactants needed to synthesize it. The reactants are: [Li+:1].[CH3:2][CH:3]([N-:5][CH:6]([CH3:8])[CH3:7])[CH3:4].[SH:9][C:10]1[S:11][CH:12]=[CH:13][N:14]=1.[CH3:15][C:16](=[O:19])[CH2:17][CH3:18]. (2) Given the product [CH2:40]([O:39][C:37]([NH:36][CH:28]([CH2:29][C:30]1[CH:31]=[CH:32][CH:33]=[CH:34][CH:35]=1)[C:27]([NH:26][CH:22]([P:19]([OH:21])([O:18][CH:6]([CH2:7][CH2:8][CH2:9][NH:10][C:11]([O:13][C:14]([CH3:16])([CH3:15])[CH3:17])=[O:12])[C:5]([OH:48])=[O:4])=[O:20])[CH:23]([CH3:25])[CH3:24])=[O:47])=[O:38])[C:41]1[CH:46]=[CH:45][CH:44]=[CH:43][CH:42]=1, predict the reactants needed to synthesize it. The reactants are: [Li+].[OH-].C[O:4][C:5](=[O:48])[CH:6]([O:18][P:19]([CH:22]([NH:26][C:27](=[O:47])[CH:28]([NH:36][C:37]([O:39][CH2:40][C:41]1[CH:46]=[CH:45][CH:44]=[CH:43][CH:42]=1)=[O:38])[CH2:29][C:30]1[CH:35]=[CH:34][CH:33]=[CH:32][CH:31]=1)[CH:23]([CH3:25])[CH3:24])([OH:21])=[O:20])[CH2:7][CH2:8][CH2:9][NH:10][C:11]([O:13][C:14]([CH3:17])([CH3:16])[CH3:15])=[O:12].C(OCC)(=O)C. (3) Given the product [OH:3][CH2:4][CH2:5][CH:6]1[CH2:7][CH2:8][N:9]([C:12]([O:14][C:15]([CH3:18])([CH3:17])[CH3:16])=[O:13])[CH2:10][CH2:11]1, predict the reactants needed to synthesize it. The reactants are: C([O:3][C:4](=O)[CH2:5][CH:6]1[CH2:11][CH2:10][N:9]([C:12]([O:14][C:15]([CH3:18])([CH3:17])[CH3:16])=[O:13])[CH2:8][CH2:7]1)C.[H-].[Al+3].[Li+].[H-].[H-].[H-].O.O.O.O.O.O.O.O.O.O.S([O-])([O-])(=O)=O.[Na+].[Na+].